From a dataset of Forward reaction prediction with 1.9M reactions from USPTO patents (1976-2016). Predict the product of the given reaction. Given the reactants [Cl:1][C:2]1[C:3]([C:35]([NH:37][CH2:38][CH:39]2[CH2:44][CH2:43][CH2:42][CH2:41][CH2:40]2)=[O:36])=[C:4]2[C:9](=[CH:10][CH:11]=1)[N:8]=[C:7]([N:12]1[CH2:16][CH2:15][C@H:14]([N:17]([S:24]([NH:27][C:28]([O:30]C(C)(C)C)=O)(=[O:26])=[O:25])[CH2:18]C(OCC)=O)[CH2:13]1)[CH:6]=[CH:5]2.FC(F)(F)C(O)=O, predict the reaction product. The product is: [Cl:1][C:2]1[CH:11]=[CH:10][C:9]2[N:8]=[C:7]([N:12]3[CH2:16][CH2:15][C@H:14]([N:17]4[CH2:18][C:28](=[O:30])[NH:27][S:24]4(=[O:26])=[O:25])[CH2:13]3)[CH:6]=[CH:5][C:4]=2[C:3]=1[C:35]([NH:37][CH2:38][CH:39]1[CH2:44][CH2:43][CH2:42][CH2:41][CH2:40]1)=[O:36].